Dataset: Peptide-MHC class II binding affinity with 134,281 pairs from IEDB. Task: Regression. Given a peptide amino acid sequence and an MHC pseudo amino acid sequence, predict their binding affinity value. This is MHC class II binding data. (1) The peptide sequence is GPTATFEAMYLGTCQ. The MHC is DRB1_0101 with pseudo-sequence DRB1_0101. The binding affinity (normalized) is 0.354. (2) The peptide sequence is RLKSLVNDLTDKNNLLE. The binding affinity (normalized) is 0. The MHC is DRB1_0701 with pseudo-sequence DRB1_0701.